This data is from Full USPTO retrosynthesis dataset with 1.9M reactions from patents (1976-2016). The task is: Predict the reactants needed to synthesize the given product. (1) Given the product [CH2:19]([C:15]12[CH2:14][C:13]([OH:22])([CH3:21])[C:12]([OH:28])([C:23]3[S:24][CH:25]=[CH:26][N:27]=3)[CH2:11][CH:10]1[CH2:9][CH2:8][C:7]1[CH:6]=[C:5]([C:3]([OH:4])=[O:2])[CH:18]=[CH:17][C:16]2=1)[CH3:20], predict the reactants needed to synthesize it. The reactants are: C[O:2][C:3]([C:5]1[CH:18]=[CH:17][C:16]2[C:15]3([CH2:19][CH3:20])[CH:10]([CH2:11][C:12]([OH:28])([C:23]4[S:24][CH:25]=[CH:26][N:27]=4)[C:13]([OH:22])([CH3:21])[CH2:14]3)[CH2:9][CH2:8][C:7]=2[CH:6]=1)=[O:4].O.[OH-].[Li+]. (2) Given the product [N:4]1[CH:5]=[CH:6][CH:7]=[CH:8][C:3]=1[NH:1][N:2]=[C:15]([C:17]1[CH:18]=[CH:19][C:20]([OH:24])=[CH:21][C:22]=1[OH:23])[CH3:14], predict the reactants needed to synthesize it. The reactants are: [NH:1]([C:3]1[CH:8]=[CH:7][CH:6]=[CH:5][N:4]=1)[NH2:2].S(=O)(=O)(O)O.[CH3:14][C:15]([C:17]1[CH:18]=[CH:19][C:20]([OH:24])=[CH:21][C:22]=1[OH:23])=O.